From a dataset of Full USPTO retrosynthesis dataset with 1.9M reactions from patents (1976-2016). Predict the reactants needed to synthesize the given product. (1) Given the product [F:18][C:19]1[CH:20]=[C:21]([CH2:25][CH2:26][C:27]2[CH:28]=[C:29]([OH:35])[C:30](=[O:33])[NH:31][CH:32]=2)[CH:22]=[CH:23][CH:24]=1, predict the reactants needed to synthesize it. The reactants are: OC1C(=O)NC=C(CCC2C=CC=CC=2C)C=1.[F:18][C:19]1[CH:20]=[C:21]([C:25]#[C:26][C:27]2[CH:28]=[C:29]([O:35]C)[C:30]([O:33]C)=[N:31][CH:32]=2)[CH:22]=[CH:23][CH:24]=1. (2) Given the product [CH3:18][O:19][CH2:20][CH2:22][CH2:23][CH2:1][C:2]1([CH2:16][NH2:17])[C:15]2[CH:14]=[CH:13][CH:12]=[CH:11][C:10]=2[O:9][C:8]2[C:3]1=[CH:4][CH:5]=[CH:6][CH:7]=2, predict the reactants needed to synthesize it. The reactants are: [CH3:1][C:2]1([CH2:16][NH2:17])[C:15]2[CH:14]=[CH:13][CH:12]=[CH:11][C:10]=2[O:9][C:8]2[C:3]1=[CH:4][CH:5]=[CH:6][CH:7]=2.[CH3:18][O:19][C:20]([C:22]1(C[CH2:23][CH2:22][CH2:20][O:19][CH3:18])C2C=CC=CC=2OC2[C:23]1=CC=CC=2)=O. (3) The reactants are: [Cl:1][C:2]1[C:3]([NH:31][C:32]2[CH:41]=[CH:40][CH:39]=[CH:38][C:33]=2[C:34]([NH:36][CH3:37])=[O:35])=[N:4][C:5]([NH:8][C:9]2[CH:10]=[CH:11][C:12]3[CH2:18][CH:17]([N:19]4[CH2:24][CH2:23][N:22]([CH2:25][CH2:26][OH:27])[CH2:21][CH2:20]4)[CH2:16][CH2:15][CH2:14][C:13]=3[C:28]=2[O:29][CH3:30])=[N:6][CH:7]=1.Cl. Given the product [ClH:1].[Cl:1][C:2]1[C:3]([NH:31][C:32]2[CH:41]=[CH:40][CH:39]=[CH:38][C:33]=2[C:34]([NH:36][CH3:37])=[O:35])=[N:4][C:5]([NH:8][C:9]2[CH:10]=[CH:11][C:12]3[CH2:18][CH:17]([N:19]4[CH2:24][CH2:23][N:22]([CH2:25][CH2:26][OH:27])[CH2:21][CH2:20]4)[CH2:16][CH2:15][CH2:14][C:13]=3[C:28]=2[O:29][CH3:30])=[N:6][CH:7]=1, predict the reactants needed to synthesize it. (4) Given the product [CH3:1][O:2][C:3](=[O:19])[C:4]1[CH:9]=[CH:8][C:7]([CH2:10][C:11]2[CH:16]=[CH:15][C:14]([CH2:17][N:34]3[CH2:39][CH2:38][O:37][CH2:36][CH2:35]3)=[CH:13][CH:12]=2)=[CH:6][CH:5]=1, predict the reactants needed to synthesize it. The reactants are: [CH3:1][O:2][C:3](=[O:19])[C:4]1[CH:9]=[CH:8][C:7]([CH2:10][C:11]2[CH:16]=[CH:15][C:14]([CH2:17]O)=[CH:13][CH:12]=2)=[CH:6][CH:5]=1.CCN(C(C)C)C(C)C.CS(Cl)(=O)=O.[NH:34]1[CH2:39][CH2:38][O:37][CH2:36][CH2:35]1. (5) Given the product [CH2:12]1[N:13]([CH2:16][CH2:17][C:18]2[CH:19]=[C:20]3[CH2:28][C:26]([NH:25][C:21]3=[CH:22][C:23]=2[Cl:24])=[O:27])[CH2:14][CH2:15][N:10]([C:7]2[C:5]3[C:4](=[CH:3][CH:2]=[CH:1][CH:6]=3)[S:9][N:8]=2)[CH2:11]1.[OH2:27].[ClH:29], predict the reactants needed to synthesize it. The reactants are: [CH:1]1[CH:2]=[CH:3][C:4]2[S:9][N:8]=[C:7]([N:10]3[CH2:15][CH2:14][N:13]([CH2:16][CH2:17][C:18]4[CH:19]=[C:20]5[CH2:28][C:26](=[O:27])[NH:25][C:21]5=[CH:22][C:23]=4[Cl:24])[CH2:12][CH2:11]3)[C:5]=2[CH:6]=1.[ClH:29]. (6) Given the product [CH2:25]([N:4]([CH2:1][CH2:2][CH3:3])[C:5]([CH:7]1[CH2:15][C:14]2[C:9](=[CH:10][CH:11]=[C:12]([O:16][CH3:17])[CH:13]=2)[N:8]1[CH2:18][C:19]1[CH:24]=[CH:23][CH:22]=[CH:21][CH:20]=1)=[O:6])[CH2:26][CH3:27], predict the reactants needed to synthesize it. The reactants are: [CH2:1]([N:4]([CH2:25][CH2:26][CH3:27])[C:5]([C:7]1[N:8]([CH2:18][C:19]2[CH:24]=[CH:23][CH:22]=[CH:21][CH:20]=2)[C:9]2[C:14]([CH:15]=1)=[CH:13][C:12]([O:16][CH3:17])=[CH:11][CH:10]=2)=[O:6])[CH2:2][CH3:3].[Mg].